From a dataset of Ames mutagenicity test results for genotoxicity prediction. Regression/Classification. Given a drug SMILES string, predict its toxicity properties. Task type varies by dataset: regression for continuous values (e.g., LD50, hERG inhibition percentage) or binary classification for toxic/non-toxic outcomes (e.g., AMES mutagenicity, cardiotoxicity, hepatotoxicity). Dataset: ames. The compound is CC1(C)SSCC(C(=O)O)NC1=O. The result is 0 (non-mutagenic).